This data is from Forward reaction prediction with 1.9M reactions from USPTO patents (1976-2016). The task is: Predict the product of the given reaction. (1) Given the reactants C[O:2][C:3](=[O:24])[CH2:4][CH2:5][CH:6]([NH:9][C:10]([C:12]1[CH:17]=[CH:16][C:15]([C:18]2[CH:23]=[CH:22][CH:21]=[CH:20][CH:19]=2)=[CH:14][CH:13]=1)=[O:11])[CH2:7][OH:8].[OH-].[Na+], predict the reaction product. The product is: [C:15]1([C:18]2[CH:19]=[CH:20][CH:21]=[CH:22][CH:23]=2)[CH:14]=[CH:13][C:12]([C:10]([NH:9][CH:6]([CH2:7][OH:8])[CH2:5][CH2:4][C:3]([OH:24])=[O:2])=[O:11])=[CH:17][CH:16]=1. (2) The product is: [Cl:28][C:18]1[N:17]=[CH:16][CH:15]=[C:14]2[C:19]=1[C:10]1[CH:9]=[C:8]([C:6]3[O:3][C:1]([CH3:2])=[N:4][N:5]=3)[CH:25]=[CH:24][C:11]=1[C:12]([CH:21]([CH3:22])[CH3:23])=[N:13]2. Given the reactants [C:1]([NH:4][NH:5][C:6]([C:8]1[CH:25]=[CH:24][C:11]2[C:12]([CH:21]([CH3:23])[CH3:22])=[N:13][C:14]3[CH:15]=[CH:16][NH:17][C:18](=O)[C:19]=3[C:10]=2[CH:9]=1)=O)(=[O:3])[CH3:2].O=P(Cl)(Cl)[Cl:28].[OH-].[Na+], predict the reaction product. (3) Given the reactants [CH3:1]C1(C)C2C(=C(P(C3C=CC=CC=3)C3C=CC=CC=3)C=CC=2)OC2C(P(C3C=CC=CC=3)C3C=CC=CC=3)=CC=CC1=2.[C:43]([C:46]1[N:50](C)[N:49]=[CH:48][C:47]=1[C:52]([O:54][CH2:55][CH3:56])=[O:53])(=[O:45])[NH2:44].Br[C:58]1[CH:63]=[CH:62][N:61]2[CH:64]=[C:65]([C:67]3[CH:72]=[CH:71][C:70]([F:73])=[CH:69][CH:68]=3)[N:66]=[C:60]2[CH:59]=1.C(=O)([O-])[O-].[K+].[K+], predict the reaction product. The product is: [CH2:55]([O:54][C:52]([C:47]1[C:46]([C:43](=[O:45])[NH:44][C:58]2[CH:63]=[CH:62][N:61]3[CH:64]=[C:65]([C:67]4[CH:72]=[CH:71][C:70]([F:73])=[CH:69][CH:68]=4)[N:66]=[C:60]3[CH:59]=2)=[N:50][N:49]([CH3:1])[CH:48]=1)=[O:53])[CH3:56]. (4) Given the reactants Cl[C:2]1[C:3]2[CH:14]=[C:13]([C:15]3[CH:20]=[CH:19][CH:18]=[CH:17][CH:16]=3)[CH:12]=[CH:11][C:4]=2[N:5]([CH3:10])[C:6](=[O:9])[CH2:7][N:8]=1.C(C1C=C(B(O)O)C=CC=1)=O.[N+:32]([C:35]1[CH:36]=[C:37](B(O)O)[CH:38]=[CH:39][CH:40]=1)([O-:34])=[O:33], predict the reaction product. The product is: [CH3:10][N:5]1[C:4]2[CH:11]=[CH:12][C:13]([C:15]3[CH:20]=[CH:19][CH:18]=[CH:17][CH:16]=3)=[CH:14][C:3]=2[C:2]([C:39]2[CH:38]=[CH:37][CH:36]=[C:35]([N+:32]([O-:34])=[O:33])[CH:40]=2)=[N:8][CH2:7][C:6]1=[O:9]. (5) Given the reactants [CH2:1]([O:4][C:5]1[CH:6]=[C:7]([CH:10]=[CH:11][CH:12]=1)[CH:8]=O)[CH:2]=[CH2:3].[C@@H:13]1([NH2:23])[C:22]2[C:17](=[CH:18][CH:19]=[CH:20][CH:21]=2)[CH2:16][CH2:15][CH2:14]1, predict the reaction product. The product is: [CH2:1]([O:4][C:5]1[CH:6]=[C:7]([CH:10]=[CH:11][CH:12]=1)[CH2:8][NH:23][C@@H:13]1[C:22]2[C:17](=[CH:18][CH:19]=[CH:20][CH:21]=2)[CH2:16][CH2:15][CH2:14]1)[CH:2]=[CH2:3].